From a dataset of Reaction yield outcomes from USPTO patents with 853,638 reactions. Predict the reaction yield, written as a fraction of the theoretical maximum amount of product (1.0 means a 100% yield; for example, 0.34 means a 34% yield). (1) The reactants are [CH3:1][O:2][CH2:3][C:4]([C:6]1[C:11]([OH:12])=[CH:10][C:9]([OH:13])=[CH:8][C:7]=1[OH:14])=[O:5].C(=O)([O-])[O-].[K+].[K+].[F:21][C:22]1[CH:30]=[CH:29][C:25]([C:26](Cl)=O)=[CH:24][CH:23]=1. The catalyst is CCCC[N+](CCCC)(CCCC)CCCC.[Br-].C1(C)C=CC=CC=1. The product is [F:21][C:22]1[CH:30]=[CH:29][C:25]([C:26]2[O:14][C:7]3[CH:8]=[C:9]([OH:13])[CH:10]=[C:11]([OH:12])[C:6]=3[C:4](=[O:5])[C:3]=2[O:2][CH3:1])=[CH:24][CH:23]=1. The yield is 0.819. (2) The reactants are [Na].[NH2:2][C:3]1[CH:8]=[C:7]([CH3:9])[CH:6]=[CH:5][C:4]=1[CH:10]([C:18]([O:20][C:21]([CH3:24])([CH3:23])[CH3:22])=[O:19])[C:11]([O:13][C:14]([CH3:17])([CH3:16])[CH3:15])=[O:12].[CH3:25][C:26]1([N:38]2[CH2:43][CH2:42][C:41](=O)[CH2:40][CH2:39]2)[CH2:30][CH2:29][N:28]([C:31]([O:33][C:34]([CH3:37])([CH3:36])[CH3:35])=[O:32])[CH2:27]1.C(O)(=O)C. The catalyst is C(Cl)CCl.O. The product is [C:34]([O:33][C:31]([N:28]1[CH2:29][CH2:30][C:26]([N:38]2[CH2:39][CH2:40][CH:41]([NH:2][C:3]3[CH:8]=[C:7]([CH3:9])[CH:6]=[CH:5][C:4]=3[CH:10]([C:11]([O:13][C:14]([CH3:17])([CH3:15])[CH3:16])=[O:12])[C:18]([O:20][C:21]([CH3:24])([CH3:23])[CH3:22])=[O:19])[CH2:42][CH2:43]2)([CH3:25])[CH2:27]1)=[O:32])([CH3:35])([CH3:36])[CH3:37]. The yield is 0.612. (3) The reactants are [F:1][C:2]1[CH:18]=[CH:17][C:5]([O:6][C:7]2[C:12]([N+:13]([O-])=O)=[CH:11][CH:10]=[CH:9][C:8]=2[CH3:16])=[C:4]([CH3:19])[CH:3]=1. The catalyst is C(O)(=O)C.Cl.[Zn]. The product is [F:1][C:2]1[CH:18]=[CH:17][C:5]([O:6][C:7]2[C:8]([CH3:16])=[CH:9][CH:10]=[CH:11][C:12]=2[NH2:13])=[C:4]([CH3:19])[CH:3]=1. The yield is 0.990. (4) The reactants are [NH2:1][C:2]1[N:7]=[CH:6][N:5]=[C:4]2[N:8]([CH:12]([C:14]3[O:15][C:16]4[C:21]([C:22](=[O:31])[C:23]=3[C:24]3[CH:29]=[CH:28][CH:27]=[C:26]([F:30])[CH:25]=3)=[CH:20][CH:19]=[CH:18][CH:17]=4)[CH3:13])[N:9]=[C:10](I)[C:3]=12.C([N:39]1[C:47]2[C:42](=[CH:43][CH:44]=[C:45](B3OC(C)(C)C(C)(C)O3)[CH:46]=2)[C:41]([CH2:57][CH3:58])=[N:40]1)(OC(C)(C)C)=O.C(=O)([O-])[O-].[Na+].[Na+].ClCCl. The catalyst is CN(C=O)C.C(O)C.O. The product is [NH2:1][C:2]1[N:7]=[CH:6][N:5]=[C:4]2[N:8]([CH:12]([C:14]3[O:15][C:16]4[C:21]([C:22](=[O:31])[C:23]=3[C:24]3[CH:29]=[CH:28][CH:27]=[C:26]([F:30])[CH:25]=3)=[CH:20][CH:19]=[CH:18][CH:17]=4)[CH3:13])[N:9]=[C:10]([C:45]3[CH:46]=[C:47]4[C:42]([C:41]([CH2:57][CH3:58])=[N:40][NH:39]4)=[CH:43][CH:44]=3)[C:3]=12. The yield is 0.150. (5) The reactants are [OH-].[Na+].[CH3:3][O:4][C:5](=[O:20])[C:6]1[CH:11]=[CH:10][C:9]([O:12]C(=O)C)=[CH:8][C:7]=1[O:16][CH:17]([CH3:19])[CH3:18].Cl. The catalyst is C1COCC1.CO.O. The product is [CH3:3][O:4][C:5](=[O:20])[C:6]1[CH:11]=[CH:10][C:9]([OH:12])=[CH:8][C:7]=1[O:16][CH:17]([CH3:18])[CH3:19]. The yield is 1.00. (6) The reactants are [C:1]([N:5]1[C:9]([C:10]2[CH:15]=[CH:14][C:13]([F:16])=[CH:12][CH:11]=2)=[C:8]([C:17]2[S:18][CH:19]=[C:20]([CH2:22][C:23](O)=[O:24])[N:21]=2)[CH:7]=[N:6]1)([CH3:4])([CH3:3])[CH3:2].CN(C(ON1N=NC2C=CC=NC1=2)=[N+](C)C)C.F[P-](F)(F)(F)(F)F.CCN(C(C)C)C(C)C.[CH3:59][NH:60][CH2:61][C:62]1[CH:67]=[CH:66][N:65]=[CH:64][CH:63]=1. The catalyst is CN(C=O)C.O. The product is [C:1]([N:5]1[C:9]([C:10]2[CH:15]=[CH:14][C:13]([F:16])=[CH:12][CH:11]=2)=[C:8]([C:17]2[S:18][CH:19]=[C:20]([CH2:22][C:23]([N:60]([CH3:59])[CH2:61][C:62]3[CH:67]=[CH:66][N:65]=[CH:64][CH:63]=3)=[O:24])[N:21]=2)[CH:7]=[N:6]1)([CH3:4])([CH3:3])[CH3:2]. The yield is 0.650. (7) The reactants are Br[CH2:2][CH2:3][CH2:4][CH2:5][CH2:6][O:7][C:8]1[CH:13]=[CH:12][CH:11]=[C:10]([N+:14]([O-:16])=[O:15])[CH:9]=1.[F:17][C:18]1[CH:23]=[CH:22][C:21]([N:24]2[CH2:29][CH2:28][NH:27][CH2:26][CH2:25]2)=[CH:20][CH:19]=1.C(=O)([O-])[O-].[K+].[K+]. The catalyst is C(#N)C. The product is [F:17][C:18]1[CH:19]=[CH:20][C:21]([N:24]2[CH2:29][CH2:28][N:27]([CH2:2][CH2:3][CH2:4][CH2:5][CH2:6][O:7][C:8]3[CH:13]=[CH:12][CH:11]=[C:10]([N+:14]([O-:16])=[O:15])[CH:9]=3)[CH2:26][CH2:25]2)=[CH:22][CH:23]=1. The yield is 0.940. (8) The reactants are C(N(C(C)C)CC)(C)C.[NH2:10][C:11]1[CH:26]=[CH:25][C:24]([Cl:27])=[CH:23][C:12]=1[C:13]([NH:15][CH2:16][CH:17]1[CH2:22][CH2:21][CH2:20][CH2:19][CH2:18]1)=[O:14].[N:28]1[CH:33]=[CH:32][N:31]=[CH:30][C:29]=1[C:34](O)=[O:35].CN(C(ON1N=NC2C=CC=NC1=2)=[N+](C)C)C.F[P-](F)(F)(F)(F)F. No catalyst specified. The product is [Cl:27][C:24]1[CH:25]=[CH:26][C:11]([NH:10][C:34]([C:29]2[CH:30]=[N:31][CH:32]=[CH:33][N:28]=2)=[O:35])=[C:12]([C:13]([NH:15][CH2:16][CH:17]2[CH2:22][CH2:21][CH2:20][CH2:19][CH2:18]2)=[O:14])[CH:23]=1. The yield is 0.550. (9) The reactants are [I:1][C:2]1[C:10]2[C:5](=[N:6][CH:7]=[C:8]([C:11]([O:13][CH3:14])=[O:12])[CH:9]=2)[NH:4][CH:3]=1.C(N(CC)C(C)C)(C)C.[C:24]([O:28][C:29](O[C:29]([O:28][C:24]([CH3:27])([CH3:26])[CH3:25])=[O:30])=[O:30])([CH3:27])([CH3:26])[CH3:25]. The catalyst is ClCCl.O1CCCC1.CN(C)C1C=CN=CC=1. The product is [I:1][C:2]1[C:10]2[C:5](=[N:6][CH:7]=[C:8]([C:11]([O:13][CH3:14])=[O:12])[CH:9]=2)[N:4]([C:29]([O:28][C:24]([CH3:27])([CH3:26])[CH3:25])=[O:30])[CH:3]=1. The yield is 0.820.